This data is from Peptide-MHC class II binding affinity with 134,281 pairs from IEDB. The task is: Regression. Given a peptide amino acid sequence and an MHC pseudo amino acid sequence, predict their binding affinity value. This is MHC class II binding data. (1) The peptide sequence is MLTLFILIITSTIKA. The MHC is DRB1_0802 with pseudo-sequence DRB1_0802. The binding affinity (normalized) is 0.209. (2) The peptide sequence is NVWERHYLAGEMTLM. The MHC is HLA-DPA10301-DPB10402 with pseudo-sequence HLA-DPA10301-DPB10402. The binding affinity (normalized) is 0.600.